Dataset: NCI-60 drug combinations with 297,098 pairs across 59 cell lines. Task: Regression. Given two drug SMILES strings and cell line genomic features, predict the synergy score measuring deviation from expected non-interaction effect. (1) Drug 1: CCCCCOC(=O)NC1=NC(=O)N(C=C1F)C2C(C(C(O2)C)O)O. Drug 2: C1=NNC2=C1C(=O)NC=N2. Cell line: SNB-19. Synergy scores: CSS=-0.639, Synergy_ZIP=2.55, Synergy_Bliss=2.31, Synergy_Loewe=-0.665, Synergy_HSA=-1.21. (2) Drug 1: CC1CCC2CC(C(=CC=CC=CC(CC(C(=O)C(C(C(=CC(C(=O)CC(OC(=O)C3CCCCN3C(=O)C(=O)C1(O2)O)C(C)CC4CCC(C(C4)OC)O)C)C)O)OC)C)C)C)OC. Drug 2: C1C(C(OC1N2C=NC(=NC2=O)N)CO)O. Cell line: CAKI-1. Synergy scores: CSS=19.3, Synergy_ZIP=-3.45, Synergy_Bliss=3.94, Synergy_Loewe=-2.05, Synergy_HSA=-1.95. (3) Drug 1: CCC1=C2CN3C(=CC4=C(C3=O)COC(=O)C4(CC)O)C2=NC5=C1C=C(C=C5)O. Drug 2: CS(=O)(=O)OCCCCOS(=O)(=O)C. Cell line: RPMI-8226. Synergy scores: CSS=37.3, Synergy_ZIP=-12.1, Synergy_Bliss=-6.78, Synergy_Loewe=-28.5, Synergy_HSA=-3.67. (4) Drug 1: CC12CCC3C(C1CCC2=O)CC(=C)C4=CC(=O)C=CC34C. Drug 2: CNC(=O)C1=NC=CC(=C1)OC2=CC=C(C=C2)NC(=O)NC3=CC(=C(C=C3)Cl)C(F)(F)F. Cell line: COLO 205. Synergy scores: CSS=55.6, Synergy_ZIP=4.17, Synergy_Bliss=5.65, Synergy_Loewe=-9.15, Synergy_HSA=5.03. (5) Drug 1: CN1CCC(CC1)COC2=C(C=C3C(=C2)N=CN=C3NC4=C(C=C(C=C4)Br)F)OC. Drug 2: CCC1=CC2CC(C3=C(CN(C2)C1)C4=CC=CC=C4N3)(C5=C(C=C6C(=C5)C78CCN9C7C(C=CC9)(C(C(C8N6C)(C(=O)OC)O)OC(=O)C)CC)OC)C(=O)OC.C(C(C(=O)O)O)(C(=O)O)O. Cell line: HOP-92. Synergy scores: CSS=49.4, Synergy_ZIP=7.43, Synergy_Bliss=8.12, Synergy_Loewe=10.2, Synergy_HSA=11.6. (6) Drug 1: C1=CN(C(=O)N=C1N)C2C(C(C(O2)CO)O)O.Cl. Drug 2: C(CC(=O)O)C(=O)CN.Cl. Cell line: SK-MEL-5. Synergy scores: CSS=29.3, Synergy_ZIP=-9.20, Synergy_Bliss=0.303, Synergy_Loewe=-35.4, Synergy_HSA=3.00. (7) Drug 1: C1=NC2=C(N=C(N=C2N1C3C(C(C(O3)CO)O)F)Cl)N. Drug 2: C1CN(P(=O)(OC1)NCCCl)CCCl. Cell line: SNB-75. Synergy scores: CSS=1.97, Synergy_ZIP=0.529, Synergy_Bliss=0.402, Synergy_Loewe=0.419, Synergy_HSA=0.247. (8) Drug 1: C1=C(C(=O)NC(=O)N1)F. Drug 2: C1CC(=O)NC(=O)C1N2C(=O)C3=CC=CC=C3C2=O. Cell line: SR. Synergy scores: CSS=34.1, Synergy_ZIP=-7.47, Synergy_Bliss=-15.6, Synergy_Loewe=-22.4, Synergy_HSA=-15.3. (9) Drug 1: CC1OCC2C(O1)C(C(C(O2)OC3C4COC(=O)C4C(C5=CC6=C(C=C35)OCO6)C7=CC(=C(C(=C7)OC)O)OC)O)O. Drug 2: C1=NC2=C(N1)C(=S)N=CN2. Cell line: SF-539. Synergy scores: CSS=15.2, Synergy_ZIP=-14.4, Synergy_Bliss=-21.2, Synergy_Loewe=-25.8, Synergy_HSA=-17.8.